From a dataset of NCI-60 drug combinations with 297,098 pairs across 59 cell lines. Regression. Given two drug SMILES strings and cell line genomic features, predict the synergy score measuring deviation from expected non-interaction effect. (1) Drug 1: CC1OCC2C(O1)C(C(C(O2)OC3C4COC(=O)C4C(C5=CC6=C(C=C35)OCO6)C7=CC(=C(C(=C7)OC)O)OC)O)O. Drug 2: C1CN(CCN1C(=O)CCBr)C(=O)CCBr. Cell line: A498. Synergy scores: CSS=23.3, Synergy_ZIP=-8.93, Synergy_Bliss=1.88, Synergy_Loewe=-8.78, Synergy_HSA=2.29. (2) Drug 1: CCCS(=O)(=O)NC1=C(C(=C(C=C1)F)C(=O)C2=CNC3=C2C=C(C=N3)C4=CC=C(C=C4)Cl)F. Drug 2: CC12CCC(CC1=CCC3C2CCC4(C3CC=C4C5=CN=CC=C5)C)O. Cell line: SF-539. Synergy scores: CSS=11.8, Synergy_ZIP=-3.18, Synergy_Bliss=5.40, Synergy_Loewe=3.87, Synergy_HSA=5.86. (3) Drug 1: CC12CCC(CC1=CCC3C2CCC4(C3CC=C4C5=CN=CC=C5)C)O. Drug 2: C1=NC2=C(N=C(N=C2N1C3C(C(C(O3)CO)O)F)Cl)N. Cell line: RXF 393. Synergy scores: CSS=23.4, Synergy_ZIP=-0.918, Synergy_Bliss=5.24, Synergy_Loewe=5.89, Synergy_HSA=6.48.